The task is: Predict the reaction yield, written as a fraction of the theoretical maximum amount of product (1.0 means a 100% yield; for example, 0.34 means a 34% yield).. This data is from Reaction yield outcomes from USPTO patents with 853,638 reactions. (1) The reactants are [CH2:1]([O:3][C:4]([CH:6]1[CH2:10][CH2:9][NH:8][CH2:7]1)=[O:5])[CH3:2].[Cl:11][C:12]1[CH:20]=[CH:19][C:15]([C:16](Cl)=[O:17])=[CH:14][CH:13]=1. No catalyst specified. The product is [CH2:1]([O:3][C:4]([CH:6]1[CH2:10][CH2:9][N:8]([C:16](=[O:17])[C:15]2[CH:19]=[CH:20][C:12]([Cl:11])=[CH:13][CH:14]=2)[CH2:7]1)=[O:5])[CH3:2]. The yield is 0.790. (2) The catalyst is Cl.C(O)C. The yield is 0.240. The product is [OH:17][C:4]1[C:3]([NH:2][N:18]=[C:24]2[C:25](=[O:38])[N:26]([C:28]3[CH:29]=[C:30]4[C:34](=[CH:35][CH:36]=3)[CH2:33][CH2:32][CH:31]4[CH3:37])[N:27]=[C:23]2[CH3:22])=[CH:8][CH:7]=[CH:6][C:5]=1[C:9]1[O:13][C:12]([C:14]([OH:16])=[O:15])=[CH:11][CH:10]=1. The reactants are Br.[NH2:2][C:3]1[C:4]([OH:17])=[C:5]([C:9]2[O:13][C:12]([C:14]([OH:16])=[O:15])=[CH:11][CH:10]=2)[CH:6]=[CH:7][CH:8]=1.[N:18]([O-])=O.[Na+].[CH3:22][C:23]1[CH2:24][C:25](=[O:38])[N:26]([C:28]2[CH:29]=[C:30]3[C:34](=[CH:35][CH:36]=2)[CH2:33][CH2:32][CH:31]3[CH3:37])[N:27]=1.C(=O)(O)[O-].[Na+]. (3) The reactants are [BH4-].[Na+].[C:3]([O:7][C:8]([N:10]1[C:18]2[C:13](=[CH:14][C:15]([CH:19]=[O:20])=[CH:16][CH:17]=2)[C:12]([Br:21])=[N:11]1)=[O:9])([CH3:6])([CH3:5])[CH3:4].Cl. The catalyst is CN(C=O)C. The product is [Br:21][C:12]1[C:13]2[C:18](=[CH:17][CH:16]=[C:15]([CH2:19][OH:20])[CH:14]=2)[N:10]([C:8]([O:7][C:3]([CH3:6])([CH3:5])[CH3:4])=[O:9])[N:11]=1. The yield is 1.00. (4) The reactants are [CH2:1]([C:3]1[N:7]([CH3:8])[N:6]([C:9]2[CH:14]=[CH:13][C:12]([F:15])=[CH:11][CH:10]=2)[C:5](=[O:16])[C:4]=1[C:17]([O:19]CC)=[O:18])[CH3:2].O1CCCC1.[OH-].[Na+]. The catalyst is CO. The product is [CH2:1]([C:3]1[N:7]([CH3:8])[N:6]([C:9]2[CH:14]=[CH:13][C:12]([F:15])=[CH:11][CH:10]=2)[C:5](=[O:16])[C:4]=1[C:17]([OH:19])=[O:18])[CH3:2]. The yield is 0.920.